From a dataset of Catalyst prediction with 721,799 reactions and 888 catalyst types from USPTO. Predict which catalyst facilitates the given reaction. (1) Reactant: C[Si](C)(C)CC[O:5][NH:6][C:7]([C@H:9]1[CH2:13][N:12]([CH2:14][C:15]2[CH:20]=[CH:19][C:18]([O:21][C:22]3[CH:27]=[CH:26][C:25]([F:28])=[CH:24][CH:23]=3)=[CH:17][CH:16]=2)[C:11](=[O:29])[NH:10]1)=[O:8].B(F)(F)F.CCOCC. Product: [OH:5][NH:6][C:7]([C@H:9]1[CH2:13][N:12]([CH2:14][C:15]2[CH:16]=[CH:17][C:18]([O:21][C:22]3[CH:27]=[CH:26][C:25]([F:28])=[CH:24][CH:23]=3)=[CH:19][CH:20]=2)[C:11](=[O:29])[NH:10]1)=[O:8]. The catalyst class is: 2. (2) The catalyst class is: 22. Reactant: [C:1]1([C:7]2[C:8]([C:16]3[CH:21]=[CH:20][C:19]([CH2:22][N:23]4[CH2:26][CH:25]([C:27]5[N:31]=[C:30]([C:32]6[CH:37]=[CH:36][CH:35]=[CH:34][N:33]=6)[NH:29][N:28]=5)[CH2:24]4)=[CH:18][CH:17]=3)=[N:9][C:10]3[N:11]([CH:13]=[CH:14][N:15]=3)[CH:12]=2)[CH:6]=[CH:5][CH:4]=[CH:3][CH:2]=1.[Br:38]N1C(=O)CCC1=O. Product: [Br:38][C:13]1[N:11]2[CH:12]=[C:7]([C:1]3[CH:2]=[CH:3][CH:4]=[CH:5][CH:6]=3)[C:8]([C:16]3[CH:21]=[CH:20][C:19]([CH2:22][N:23]4[CH2:24][CH:25]([C:27]5[N:31]=[C:30]([C:32]6[CH:37]=[CH:36][CH:35]=[CH:34][N:33]=6)[NH:29][N:28]=5)[CH2:26]4)=[CH:18][CH:17]=3)=[N:9][C:10]2=[N:15][CH:14]=1.